Dataset: Forward reaction prediction with 1.9M reactions from USPTO patents (1976-2016). Task: Predict the product of the given reaction. (1) Given the reactants [F:1][C:2]1[C:7]2[N:8]=[N:9][S:10][C:6]=2[CH:5]=[C:4]2[NH:11][C:12](=[O:22])[N:13]([C:14]3[CH:19]=[CH:18][C:17]([I:20])=[CH:16][C:15]=3[F:21])[C:3]=12.C(N(CC)CC)C.[CH2:30]([C:33]1([S:36](Cl)(=[O:38])=[O:37])[CH2:35][CH2:34]1)[CH:31]=[CH2:32], predict the reaction product. The product is: [CH2:30]([C:33]1([S:36]([N:11]2[C:4]3=[CH:5][C:6]4[S:10][N:9]=[N:8][C:7]=4[C:2]([F:1])=[C:3]3[N:13]([C:14]3[CH:19]=[CH:18][C:17]([I:20])=[CH:16][C:15]=3[F:21])[C:12]2=[O:22])(=[O:38])=[O:37])[CH2:35][CH2:34]1)[CH:31]=[CH2:32]. (2) Given the reactants CS([O:5][CH2:6][CH:7]1[CH2:12][CH2:11][N:10]([C:13]([O:15][C:16]([CH3:19])([CH3:18])[CH3:17])=[O:14])[CH2:9][CH2:8]1)(=O)=O.C([O-])([O-])=O.[K+].[K+].[F:26][C:27]1[CH:32]=[C:31]([Br:33])[CH:30]=[CH:29][C:28]=1O, predict the reaction product. The product is: [Br:33][C:31]1[CH:30]=[CH:29][C:28]([O:5][CH2:6][CH:7]2[CH2:12][CH2:11][N:10]([C:13]([O:15][C:16]([CH3:19])([CH3:18])[CH3:17])=[O:14])[CH2:9][CH2:8]2)=[C:27]([F:26])[CH:32]=1. (3) Given the reactants [Cl:1][C:2]1[CH:8]=[CH:7][C:5]([NH2:6])=[C:4]([O:9][C:10]([F:13])([F:12])[F:11])[CH:3]=1.[I:14]I, predict the reaction product. The product is: [Cl:1][C:2]1[CH:3]=[C:4]([O:9][C:10]([F:11])([F:12])[F:13])[C:5]([NH2:6])=[C:7]([I:14])[CH:8]=1. (4) Given the reactants [CH3:1][C:2]1[CH:3]=[C:4]([OH:16])[C:5]([C:9]2[CH:14]=[CH:13][C:12]([CH3:15])=[CH:11][N:10]=2)=[N:6][C:7]=1[CH3:8].Cl[C:18]1[C:27]2[C:22](=[CH:23][C:24]([O:30][CH3:31])=[C:25]([O:28][CH3:29])[CH:26]=2)[N:21]=[CH:20][CH:19]=1.C(=O)([O-])[O-].[Cs+].[Cs+].[F-].[Cs+], predict the reaction product. The product is: [CH3:29][O:28][C:25]1[CH:26]=[C:27]2[C:22](=[CH:23][C:24]=1[O:30][CH3:31])[N:21]=[CH:20][CH:19]=[C:18]2[O:16][C:4]1[C:5]([C:9]2[CH:14]=[CH:13][C:12]([CH3:15])=[CH:11][N:10]=2)=[N:6][C:7]([CH3:8])=[C:2]([CH3:1])[CH:3]=1. (5) Given the reactants C([N:4]([CH2:8][CH3:9])[CH:5]([CH3:7])C)(C)C.IC[C:12]1[CH:17]=[CH:16][C:15]([CH2:18][CH2:19]C)=[CH:14][CH:13]=1.S([O-])([O-])(=O)=[O:22].[Mg+2].CN([CH:30]=[O:31])C, predict the reaction product. The product is: [CH2:14]([C:15]1[CH:18]=[CH:19][C:9]([CH2:8][NH:4][CH2:5][C:7]([O:31][CH3:30])=[O:22])=[CH:17][CH:16]=1)[CH2:13][CH3:12]. (6) The product is: [CH3:1][C:2]1([C:7]2[CH:12]=[CH:11][CH:10]=[CH:9][C:8]=2[C:21]2([OH:28])[CH:22]([CH3:27])[CH:23]([CH3:26])[C:24]([CH3:25])=[C:20]2[CH3:19])[O:6][CH2:5][CH2:4][O:3]1. Given the reactants [CH3:1][C:2]1([C:7]2[CH:12]=[CH:11][CH:10]=[CH:9][C:8]=2Br)[O:6][CH2:5][CH2:4][O:3]1.C([Li])CCC.[CH3:19][C:20]1[C:21](=[O:28])[CH:22]([CH3:27])[CH:23]([CH3:26])[C:24]=1[CH3:25].C1(C)C=CC=CC=1, predict the reaction product. (7) Given the reactants [C:1]1([CH:7]([C:18]2[CH:23]=[CH:22][CH:21]=[CH:20][CH:19]=2)[C:8]2[CH:9]=[CH:10][C:11](=[O:17])[N:12]([CH2:14][CH2:15][OH:16])[CH:13]=2)[CH:6]=[CH:5][CH:4]=[CH:3][CH:2]=1.N(C(N(C)C)=O)=NC(N(C)C)=O.C(P(CCCC)CCCC)CCC.O[C:50]1[CH:51]=[C:52]([S:56][CH2:57][CH2:58][CH2:59][C:60]([O:62][CH2:63][CH3:64])=[O:61])[CH:53]=[CH:54][CH:55]=1, predict the reaction product. The product is: [C:18]1([CH:7]([C:1]2[CH:2]=[CH:3][CH:4]=[CH:5][CH:6]=2)[C:8]2[CH:9]=[CH:10][C:11](=[O:17])[N:12]([CH2:14][CH2:15][O:16][C:54]3[CH:53]=[C:52]([S:56][CH2:57][CH2:58][CH2:59][C:60]([O:62][CH2:63][CH3:64])=[O:61])[CH:51]=[CH:50][CH:55]=3)[CH:13]=2)[CH:19]=[CH:20][CH:21]=[CH:22][CH:23]=1. (8) Given the reactants C([O:4][CH2:5][C:6]1[C:7]([N:35]2[CH2:47][CH2:46][N:38]3[C:39]4[CH2:40][CH2:41][CH2:42][CH2:43][C:44]=4[CH:45]=[C:37]3[C:36]2=[O:48])=[N:8][CH:9]=[CH:10][C:11]=1[C:12]1[CH:17]=[C:16]([NH:18][C:19]2[CH:24]=[CH:23][C:22]([C:25]([N:27]3[CH2:32][CH2:31][O:30][CH2:29][CH2:28]3)=[O:26])=[CH:21][N:20]=2)[C:15](=[O:33])[N:14]([CH3:34])[N:13]=1)(=O)C, predict the reaction product. The product is: [OH:4][CH2:5][C:6]1[C:7]([N:35]2[CH2:47][CH2:46][N:38]3[C:39]4[CH2:40][CH2:41][CH2:42][CH2:43][C:44]=4[CH:45]=[C:37]3[C:36]2=[O:48])=[N:8][CH:9]=[CH:10][C:11]=1[C:12]1[CH:17]=[C:16]([NH:18][C:19]2[CH:24]=[CH:23][C:22]([C:25]([N:27]3[CH2:32][CH2:31][O:30][CH2:29][CH2:28]3)=[O:26])=[CH:21][N:20]=2)[C:15](=[O:33])[N:14]([CH3:34])[N:13]=1.